From a dataset of Catalyst prediction with 721,799 reactions and 888 catalyst types from USPTO. Predict which catalyst facilitates the given reaction. (1) Reactant: [F:1][C:2]1[CH:7]=[CH:6][C:5]([F:8])=[CH:4][C:3]=1[C:9]12[O:19][CH:18]1[CH2:17][C:12]1([O:16][CH2:15][CH2:14][O:13]1)[CH2:11][CH2:10]2. Product: [F:1][C:2]1[CH:7]=[CH:6][C:5]([F:8])=[CH:4][C:3]=1[CH:9]1[CH2:10][CH2:11][C:12]2([O:13][CH2:14][CH2:15][O:16]2)[CH2:17][CH:18]1[OH:19]. The catalyst class is: 19. (2) Reactant: [Cl:1][C:2]1[CH:3]=[CH:4][C:5]2[N:11]([CH2:12][C:13]([CH3:17])([CH3:16])[CH2:14][OH:15])[C:10](=[O:18])[C@@H:9]([CH2:19][C:20]([NH:22][CH2:23][CH2:24][CH2:25][O:26][C:27]3[CH:28]=[C:29]([CH:34]=[CH:35][CH:36]=3)[C:30]([O:32]C)=[O:31])=[O:21])[O:8][C@H:7]([C:37]3[CH:42]=[CH:41][CH:40]=[C:39]([O:43][CH3:44])[C:38]=3[O:45][CH3:46])[C:6]=2[CH:47]=1.[OH-].[Na+].C(O)C. Product: [Cl:1][C:2]1[CH:3]=[CH:4][C:5]2[N:11]([CH2:12][C:13]([CH3:17])([CH3:16])[CH2:14][OH:15])[C:10](=[O:18])[C@@H:9]([CH2:19][C:20]([NH:22][CH2:23][CH2:24][CH2:25][O:26][C:27]3[CH:28]=[C:29]([CH:34]=[CH:35][CH:36]=3)[C:30]([OH:32])=[O:31])=[O:21])[O:8][C@H:7]([C:37]3[CH:42]=[CH:41][CH:40]=[C:39]([O:43][CH3:44])[C:38]=3[O:45][CH3:46])[C:6]=2[CH:47]=1. The catalyst class is: 6. (3) Reactant: [H-].[Na+].[C:3]1([CH2:9][OH:10])[CH:8]=[CH:7][CH:6]=[CH:5][CH:4]=1.Br[C:12]1[C:13]([NH2:19])=[N:14][CH:15]=[C:16]([Br:18])[N:17]=1. Product: [CH2:9]([O:10][C:12]1[C:13]([NH2:19])=[N:14][CH:15]=[C:16]([Br:18])[N:17]=1)[C:3]1[CH:8]=[CH:7][CH:6]=[CH:5][CH:4]=1. The catalyst class is: 1. (4) Reactant: [O:1]1[CH2:6][CH2:5][N:4]([S:7]([C:10]2[CH:15]=[CH:14][C:13]([CH:16]([O:20][CH:21]3[CH2:26][CH2:25][O:24][CH2:23][CH2:22]3)[C:17]([OH:19])=O)=[CH:12][CH:11]=2)(=[O:9])=[O:8])[CH2:3][CH2:2]1.[N:27]1[C:35]2[C:30](=[N:31][CH:32]=[CH:33][CH:34]=2)[S:29][C:28]=1[NH2:36].C1C=CC2N(O)N=NC=2C=1.CCN=C=NCCCN(C)C.CN1CCOCC1. Product: [O:1]1[CH2:6][CH2:5][N:4]([S:7]([C:10]2[CH:15]=[CH:14][C:13]([CH:16]([O:20][CH:21]3[CH2:22][CH2:23][O:24][CH2:25][CH2:26]3)[C:17]([NH:36][C:28]3[S:29][C:30]4[C:35]([N:27]=3)=[CH:34][CH:33]=[CH:32][N:31]=4)=[O:19])=[CH:12][CH:11]=2)(=[O:8])=[O:9])[CH2:3][CH2:2]1. The catalyst class is: 3. (5) Reactant: OO.FC(F)(F)C([NH:7][C:8]1[CH:13]=[CH:12][C:11]([S:14][CH2:15][C:16]2[N:20]([CH2:21][CH2:22][CH3:23])[CH:19]=[N:18][CH:17]=2)=[CH:10][CH:9]=1)=O.O.O.O.O.O.S([O-])([O-])(=[O:33])=S.[Na+].[Na+].[OH-].[Na+].C(=O)([O-])[O-].[K+].[K+]. Product: [CH2:21]([N:20]1[C:16]([CH2:15][S:14]([C:11]2[CH:12]=[CH:13][C:8]([NH2:7])=[CH:9][CH:10]=2)=[O:33])=[CH:17][N:18]=[CH:19]1)[CH2:22][CH3:23]. The catalyst class is: 404. (6) Reactant: [Cl-].[CH3:2][O:3][CH2:4][P+](C1C=CC=CC=1)(C1C=CC=CC=1)C1C=CC=CC=1.C[Si]([N-][Si](C)(C)C)(C)C.[Li+].[CH2:34]([N:38]1[C:42]2[CH:43]=[CH:44][C:45]([CH:47]=O)=[CH:46][C:41]=2[O:40][C:39]1=[O:49])[CH2:35][CH:36]=[CH2:37].[Cl-].[NH4+]. Product: [CH2:34]([N:38]1[C:42]2[CH:43]=[CH:44][C:45](/[CH:47]=[CH:2]/[O:3][CH3:4])=[CH:46][C:41]=2[O:40][C:39]1=[O:49])[CH2:35][CH:36]=[CH2:37]. The catalyst class is: 7.